Predict the reaction yield, written as a fraction of the theoretical maximum amount of product (1.0 means a 100% yield; for example, 0.34 means a 34% yield). From a dataset of Reaction yield outcomes from USPTO patents with 853,638 reactions. (1) The reactants are [C:1]1([CH:7]([C:30]2[CH:35]=[CH:34][CH:33]=[CH:32][CH:31]=2)[N:8]2[C:16]3[C:11](=[CH:12][CH:13]=[CH:14][CH:15]=3)[C:10](O)([C:17]3[CH:26]=[C:25]4[C:20]([CH2:21][CH2:22][CH2:23][O:24]4)=[CH:19][C:18]=3[OH:27])[C:9]2=[O:29])[CH:6]=[CH:5][CH:4]=[CH:3][CH:2]=1.C([SiH](CC)CC)C.FC(F)(F)C(O)=O. The catalyst is ClCCl. The product is [C:30]1([CH:7]([C:1]2[CH:6]=[CH:5][CH:4]=[CH:3][CH:2]=2)[N:8]2[C:16]3[C:11](=[CH:12][CH:13]=[CH:14][CH:15]=3)[CH:10]([C:17]3[CH:26]=[C:25]4[C:20]([CH2:21][CH2:22][CH2:23][O:24]4)=[CH:19][C:18]=3[OH:27])[C:9]2=[O:29])[CH:31]=[CH:32][CH:33]=[CH:34][CH:35]=1. The yield is 0.900. (2) The reactants are [Br:1][C:2]1[CH:3]=[CH:4][C:5]([CH3:9])=[N+:6]([O-:8])[CH:7]=1.[N+:10]([O-])([OH:12])=[O:11]. The catalyst is OS(O)(=O)=O. The product is [Br:1][C:2]1[C:3]([N+:10]([O-:12])=[O:11])=[CH:4][C:5]([CH3:9])=[N+:6]([O-:8])[CH:7]=1. The yield is 0.780. (3) The reactants are [N:1]1([C@H:7]2[CH2:11][C@@H:10]([OH:12])[CH:9]=[CH:8]2)[CH2:6][CH2:5][CH2:4][CH2:3][CH2:2]1. The catalyst is CO.[Pt](=O)=O. The product is [N:1]1([C@@H:7]2[CH2:8][CH2:9][C@H:10]([OH:12])[CH2:11]2)[CH2:6][CH2:5][CH2:4][CH2:3][CH2:2]1. The yield is 0.630.